Dataset: NCI-60 drug combinations with 297,098 pairs across 59 cell lines. Task: Regression. Given two drug SMILES strings and cell line genomic features, predict the synergy score measuring deviation from expected non-interaction effect. (1) Drug 1: C#CCC(CC1=CN=C2C(=N1)C(=NC(=N2)N)N)C3=CC=C(C=C3)C(=O)NC(CCC(=O)O)C(=O)O. Drug 2: C1CN(P(=O)(OC1)NCCCl)CCCl. Cell line: KM12. Synergy scores: CSS=4.85, Synergy_ZIP=-0.368, Synergy_Bliss=1.09, Synergy_Loewe=3.93, Synergy_HSA=0.519. (2) Drug 1: C1=CC(=C2C(=C1NCCNCCO)C(=O)C3=C(C=CC(=C3C2=O)O)O)NCCNCCO. Drug 2: N.N.Cl[Pt+2]Cl. Cell line: OVCAR3. Synergy scores: CSS=3.53, Synergy_ZIP=-12.0, Synergy_Bliss=-11.7, Synergy_Loewe=-34.9, Synergy_HSA=-13.0. (3) Drug 1: CC(C)(C#N)C1=CC(=CC(=C1)CN2C=NC=N2)C(C)(C)C#N. Drug 2: CC1C(C(CC(O1)OC2CC(CC3=C2C(=C4C(=C3O)C(=O)C5=C(C4=O)C(=CC=C5)OC)O)(C(=O)CO)O)N)O.Cl. Cell line: KM12. Synergy scores: CSS=34.3, Synergy_ZIP=0.699, Synergy_Bliss=-0.543, Synergy_Loewe=1.99, Synergy_HSA=2.09. (4) Drug 1: CCC1=CC2CC(C3=C(CN(C2)C1)C4=CC=CC=C4N3)(C5=C(C=C6C(=C5)C78CCN9C7C(C=CC9)(C(C(C8N6C)(C(=O)OC)O)OC(=O)C)CC)OC)C(=O)OC.C(C(C(=O)O)O)(C(=O)O)O. Drug 2: CC1=C2C(C(=O)C3(C(CC4C(C3C(C(C2(C)C)(CC1OC(=O)C(C(C5=CC=CC=C5)NC(=O)C6=CC=CC=C6)O)O)OC(=O)C7=CC=CC=C7)(CO4)OC(=O)C)O)C)OC(=O)C. Cell line: HCT116. Synergy scores: CSS=48.1, Synergy_ZIP=-2.90, Synergy_Bliss=-3.55, Synergy_Loewe=-16.5, Synergy_HSA=-1.42. (5) Drug 1: C1CCN(CC1)CCOC2=CC=C(C=C2)C(=O)C3=C(SC4=C3C=CC(=C4)O)C5=CC=C(C=C5)O. Drug 2: CC1C(C(=O)NC(C(=O)N2CCCC2C(=O)N(CC(=O)N(C(C(=O)O1)C(C)C)C)C)C(C)C)NC(=O)C3=C4C(=C(C=C3)C)OC5=C(C(=O)C(=C(C5=N4)C(=O)NC6C(OC(=O)C(N(C(=O)CN(C(=O)C7CCCN7C(=O)C(NC6=O)C(C)C)C)C)C(C)C)C)N)C. Cell line: BT-549. Synergy scores: CSS=18.0, Synergy_ZIP=-11.7, Synergy_Bliss=-3.40, Synergy_Loewe=-15.1, Synergy_HSA=-4.73. (6) Drug 1: CN(C)N=NC1=C(NC=N1)C(=O)N. Drug 2: C1=NNC2=C1C(=O)NC=N2. Cell line: HCT116. Synergy scores: CSS=2.16, Synergy_ZIP=-3.20, Synergy_Bliss=-2.88, Synergy_Loewe=-2.06, Synergy_HSA=-1.72. (7) Drug 1: C1C(C(OC1N2C=NC3=C(N=C(N=C32)Cl)N)CO)O. Drug 2: CN(CCCl)CCCl.Cl. Cell line: NCI-H226. Synergy scores: CSS=0.402, Synergy_ZIP=0.624, Synergy_Bliss=1.04, Synergy_Loewe=-0.378, Synergy_HSA=-1.11.